From a dataset of Forward reaction prediction with 1.9M reactions from USPTO patents (1976-2016). Predict the product of the given reaction. (1) Given the reactants [NH2:1][C@H:2]([C:4]1[N:13]([CH:14]2[CH2:16][CH2:15]2)[C:12](=[O:17])[C:11]2[C:6](=[CH:7][CH:8]=[CH:9][C:10]=2[C:18]2[CH:19]=[N:20][N:21]([CH3:23])[CH:22]=2)[N:5]=1)[CH3:3].Cl[C:25]1[N:30]=[CH:29][N:28]=[C:27]([NH2:31])[C:26]=1[C:32]1[O:33][C:34]([CH3:37])=[N:35][N:36]=1.C(N(CC)C(C)C)(C)C, predict the reaction product. The product is: [NH2:31][C:27]1[N:28]=[CH:29][N:30]=[C:25]([NH:1][C@H:2]([C:4]2[N:13]([CH:14]3[CH2:16][CH2:15]3)[C:12](=[O:17])[C:11]3[C:6](=[CH:7][CH:8]=[CH:9][C:10]=3[C:18]3[CH:19]=[N:20][N:21]([CH3:23])[CH:22]=3)[N:5]=2)[CH3:3])[C:26]=1[C:32]1[O:33][C:34]([CH3:37])=[N:35][N:36]=1. (2) The product is: [Cl:34][C:31]1[CH:32]=[CH:33][C:28]([S:25]([N:24]2[CH:19]3[CH2:18][C:17]4[NH:13][N:14]=[CH:15][C:16]=4[CH:23]2[CH2:22][CH:21]([C:35]#[N:36])[CH2:20]3)(=[O:27])=[O:26])=[CH:29][CH:30]=1. Given the reactants [OH-].[Na+].ClC1C=CC(S([N:13]2[C:17]3[CH2:18][CH:19]4[N:24]([S:25]([C:28]5[CH:33]=[CH:32][C:31]([Cl:34])=[CH:30][CH:29]=5)(=[O:27])=[O:26])[CH:23]([C:16]=3[CH:15]=[N:14]2)[CH2:22][CH:21]([C:35]#[N:36])[CH2:20]4)(=O)=O)=CC=1.ClC1C=CC(S(N2C=C3C4N(S(C5C=CC(Cl)=CC=5)(=O)=O)C(CC3=N2)CC(C#N)C4)(=O)=O)=CC=1, predict the reaction product. (3) Given the reactants [C:1]([O:4][CH2:5][C:6]1[C:28]([F:29])=[C:27]([NH2:30])[C:9]2[C:10](=[O:26])[CH:11]=[C:12]([C:14]3[CH:19]=[CH:18][C:17]([NH:20][C:21](=[O:24])[CH2:22]Cl)=[C:16]([F:25])[CH:15]=3)[O:13][C:8]=2[C:7]=1[F:31])(=[O:3])[CH3:2].Cl.[CH3:33][NH:34][CH3:35].C(N(C(C)C)CC)(C)C.O, predict the reaction product. The product is: [C:1]([O:4][CH2:5][C:6]1[C:28]([F:29])=[C:27]([NH2:30])[C:9]2[C:10](=[O:26])[CH:11]=[C:12]([C:14]3[CH:19]=[CH:18][C:17]([NH:20][C:21](=[O:24])[CH2:22][N:34]([CH3:35])[CH3:33])=[C:16]([F:25])[CH:15]=3)[O:13][C:8]=2[C:7]=1[F:31])(=[O:3])[CH3:2]. (4) Given the reactants Cl[C:2]1[N:11]=[C:10]([N:12]2[CH2:17][CH2:16][O:15][CH2:14][CH2:13]2)[C:9]2[C:4](=[CH:5][C:6]([O:33][CH3:34])=[C:7]([C:18]3[C:19]([F:32])=[C:20]([NH:24][S:25]([CH2:28][CH2:29][CH2:30][F:31])(=[O:27])=[O:26])[CH:21]=[CH:22][CH:23]=3)[CH:8]=2)[N:3]=1.CN(C)C=O.CC1(C)C(C)(C)OB([C:48]2[CH:49]=[N:50][C:51]([NH2:54])=[N:52][CH:53]=2)O1.C(=O)([O-])[O-].[Na+].[Na+], predict the reaction product. The product is: [NH2:54][C:51]1[N:52]=[CH:53][C:48]([C:2]2[N:11]=[C:10]([N:12]3[CH2:17][CH2:16][O:15][CH2:14][CH2:13]3)[C:9]3[C:4](=[CH:5][C:6]([O:33][CH3:34])=[C:7]([C:18]4[C:19]([F:32])=[C:20]([NH:24][S:25]([CH2:28][CH2:29][CH2:30][F:31])(=[O:27])=[O:26])[CH:21]=[CH:22][CH:23]=4)[CH:8]=3)[N:3]=2)=[CH:49][N:50]=1. (5) Given the reactants C([NH:4][C:5]1[C:13]([CH3:14])=[CH:12][C:11]([N+:15]([O-:17])=[O:16])=[CH:10][C:6]=1[C:7]([OH:9])=[O:8])(=O)C.[OH-].[K+].CO.Cl, predict the reaction product. The product is: [NH2:4][C:5]1[C:13]([CH3:14])=[CH:12][C:11]([N+:15]([O-:17])=[O:16])=[CH:10][C:6]=1[C:7]([OH:9])=[O:8]. (6) Given the reactants Cl[C:2]1[N:7]=[C:6](Cl)[C:5]([C:9]([F:12])([F:11])[F:10])=[CH:4][N:3]=1.Cl.[CH2:14]([O:16][P:17]([CH2:22][C:23]1[CH:28]=[CH:27][C:26]([NH2:29])=[CH:25][N:24]=1)(=[O:21])[O:18][CH2:19][CH3:20])[CH3:15].CCN(C(C)C)C(C)C.[NH2:39][C:40]1[CH:41]=[CH:42][C:43]([C@H:51]2[CH2:56][CH2:55][C@H:54]([OH:57])[CH2:53][CH2:52]2)=[C:44]2[C:48]=1[C:47](=[O:49])[N:46]([CH3:50])[CH2:45]2.C(O)(C(F)(F)F)=O, predict the reaction product. The product is: [CH2:14]([O:16][P:17]([CH2:22][C:23]1[CH:28]=[CH:27][C:26]([NH:29][C:2]2[N:7]=[C:6]([NH:39][C:40]3[CH:41]=[CH:42][C:43]([C@H:51]4[CH2:52][CH2:53][C@H:54]([OH:57])[CH2:55][CH2:56]4)=[C:44]4[C:48]=3[C:47](=[O:49])[N:46]([CH3:50])[CH2:45]4)[C:5]([C:9]([F:12])([F:11])[F:10])=[CH:4][N:3]=2)=[CH:25][N:24]=1)(=[O:21])[O:18][CH2:19][CH3:20])[CH3:15].[CH2:14]([O:16][P:17]([CH2:22][C:23]1[CH:28]=[CH:27][C:26]([NH:29][C:6]2[C:5]([C:9]([F:12])([F:11])[F:10])=[CH:4][N:3]=[C:2]([NH:39][C:40]3[CH:41]=[CH:42][C:43]([C@H:51]4[CH2:52][CH2:53][C@H:54]([OH:57])[CH2:55][CH2:56]4)=[C:44]4[C:48]=3[C:47](=[O:49])[N:46]([CH3:50])[CH2:45]4)[N:7]=2)=[CH:25][N:24]=1)(=[O:21])[O:18][CH2:19][CH3:20])[CH3:15]. (7) Given the reactants [NH2:1][C:2]1[CH:3]=[N:4][CH:5]=[C:6]([Cl:9])[C:7]=1[OH:8].[Br:10][C:11]1[CH:12]=[C:13]([S:18](Cl)(=[O:20])=[O:19])[CH:14]=[N:15][C:16]=1[Cl:17], predict the reaction product. The product is: [Br:10][C:11]1[CH:12]=[C:13]([S:18]([NH:1][C:2]2[CH:3]=[N:4][CH:5]=[C:6]([Cl:9])[C:7]=2[OH:8])(=[O:20])=[O:19])[CH:14]=[N:15][C:16]=1[Cl:17].